From a dataset of Reaction yield outcomes from USPTO patents with 853,638 reactions. Predict the reaction yield, written as a fraction of the theoretical maximum amount of product (1.0 means a 100% yield; for example, 0.34 means a 34% yield). The reactants are [CH3:1][O:2][C:3]1[CH:28]=[CH:27][C:6]([CH2:7][N:8]2[C:12]3=[N:13][CH:14]=[CH:15][C:16]([O:17][C:18]4[CH:23]=[CH:22][C:21](N)=[CH:20][C:19]=4[F:25])=[C:11]3[C:10]([I:26])=[N:9]2)=[CH:5][CH:4]=1.[F:29][C:30]1[CH:35]=[CH:34][C:33]([NH:36][C:37]([C:39]2([C:42](F)=[O:43])[CH2:41][CH2:40]2)=[O:38])=[CH:32][CH:31]=1.C(#[N:47])C. No catalyst specified. The product is [CH3:1][O:2][C:3]1[CH:4]=[CH:5][C:6]([CH2:7][N:8]2[C:12]3=[N:13][CH:14]=[CH:15][C:16]([O:17][C:18]4[CH:23]=[CH:22][C:21]([N:36]([C:33]5[CH:34]=[CH:35][C:30]([F:29])=[CH:31][CH:32]=5)[C:37]([C:39]5([C:42]([NH2:47])=[O:43])[CH2:41][CH2:40]5)=[O:38])=[CH:20][C:19]=4[F:25])=[C:11]3[C:10]([I:26])=[N:9]2)=[CH:27][CH:28]=1. The yield is 0.750.